This data is from Full USPTO retrosynthesis dataset with 1.9M reactions from patents (1976-2016). The task is: Predict the reactants needed to synthesize the given product. (1) The reactants are: [CH3:1][C:2]1([CH3:15])[CH2:7][N:6]([C:8]2[CH:13]=[CH:12][CH:11]=[CH:10][CH:9]=2)[CH2:5][C:4](=[O:14])[O:3]1.C[Si]([N-][Si](C)(C)C)(C)C.[Li+].Br[CH2:27][C:28]([O:30][C:31]([CH3:34])([CH3:33])[CH3:32])=[O:29]. Given the product [CH3:1][C:2]1([CH3:15])[CH2:7][N:6]([C:8]2[CH:13]=[CH:12][CH:11]=[CH:10][CH:9]=2)[CH:5]([CH2:27][C:28]([O:30][C:31]([CH3:34])([CH3:33])[CH3:32])=[O:29])[C:4](=[O:14])[O:3]1, predict the reactants needed to synthesize it. (2) Given the product [CH3:36][O:37][C:38](=[O:44])[C:39]([C:12]1[CH:13]=[CH:14][C:9]([CH2:8][N:7]([C:6]([O:5][C:1]([CH3:4])([CH3:2])[CH3:3])=[O:35])[CH2:24][CH2:25][CH2:26][NH:27][C:28]([O:30][C:31]([CH3:34])([CH3:33])[CH3:32])=[O:29])=[CH:10][CH:11]=1)=[CH:40][O:41][CH3:42], predict the reactants needed to synthesize it. The reactants are: [C:1]([O:5][C:6](=[O:35])[N:7]([CH2:24][CH2:25][CH2:26][NH:27][C:28]([O:30][C:31]([CH3:34])([CH3:33])[CH3:32])=[O:29])[CH2:8][C:9]1[CH:14]=[CH:13][C:12](B2OC(C)(C)C(C)(C)O2)=[CH:11][CH:10]=1)([CH3:4])([CH3:3])[CH3:2].[CH3:36][O:37][C:38](=[O:44])[C:39](I)=[CH:40][O:41][CH3:42].[O-]P([O-])([O-])=O.[K+].[K+].[K+].O1CCOCC1. (3) Given the product [C:9]1([N:8]2[CH2:7][CH2:6][CH2:5][CH2:4][NH:3][S:2]2(=[O:22])=[O:1])[CH:10]=[CH:11][CH:12]=[CH:13][CH:14]=1, predict the reactants needed to synthesize it. The reactants are: [O:1]=[S:2]1(=[O:22])[N:8]([C:9]2[CH:14]=[CH:13][CH:12]=[CH:11][CH:10]=2)[CH2:7][CH2:6][CH2:5][CH2:4][N:3]1C(OC(C)(C)C)=O.Cl. (4) Given the product [N+:1]([C:4]1[CH:10]=[CH:9][CH:8]=[CH:7][C:5]=1[NH:6][CH:13]([C:15]1[CH:16]=[C:17]2[C:21](=[CH:22][CH:23]=1)[N:20]([C:24]1[CH:25]=[CH:26][C:27]([F:30])=[CH:28][CH:29]=1)[N:19]=[CH:18]2)[C:12]([F:31])([F:11])[F:32])([O-:3])=[O:2], predict the reactants needed to synthesize it. The reactants are: [N+:1]([C:4]1[CH:10]=[CH:9][CH:8]=[CH:7][C:5]=1[NH2:6])([O-:3])=[O:2].[F:11][C:12]([F:32])([F:31])[C:13]([C:15]1[CH:16]=[C:17]2[C:21](=[CH:22][CH:23]=1)[N:20]([C:24]1[CH:29]=[CH:28][C:27]([F:30])=[CH:26][CH:25]=1)[N:19]=[CH:18]2)=O.C(N(CC)CC)C.[BH4-].[Na+]. (5) Given the product [S:29]1[C:33]([C:8]2[C:7]([N:1]3[CH2:2][CH2:3][CH2:4][CH2:5][CH2:6]3)=[N:16][C:15]3[C:10](=[CH:11][CH:12]=[C:13]([C:17]([O:19][CH3:20])=[O:18])[CH:14]=3)[N:9]=2)=[CH:32][C:31]2[CH:37]=[CH:38][CH:39]=[CH:40][C:30]1=2, predict the reactants needed to synthesize it. The reactants are: [N:1]1([C:7]2[C:8](OS(C(F)(F)F)(=O)=O)=[N:9][C:10]3[C:15]([N:16]=2)=[CH:14][C:13]([C:17]([O:19][CH3:20])=[O:18])=[CH:12][CH:11]=3)[CH2:6][CH2:5][CH2:4][CH2:3][CH2:2]1.[S:29]1[C:33](B(O)O)=[CH:32][C:31]2[CH:37]=[CH:38][CH:39]=[CH:40][C:30]1=2.[O-]P([O-])([O-])=O.[K+].[K+].[K+]. (6) The reactants are: CNCCN(C)C.[Li]CCCC.[CH3:13][O:14][C:15]1[CH:22]=[CH:21][C:18]([CH:19]=[O:20])=[CH:17][N:16]=1.[I:23]CCI. Given the product [I:23][C:21]1[CH:22]=[C:15]([O:14][CH3:13])[N:16]=[CH:17][C:18]=1[CH2:19][OH:20], predict the reactants needed to synthesize it. (7) Given the product [CH2:24]([O:1][C:2]1[CH:3]=[C:4]([CH:9]=[CH:10][C:11]=1[N+:12]([O-:14])=[O:13])[C:5]([O:7][CH3:8])=[O:6])[CH:23]=[CH2:22], predict the reactants needed to synthesize it. The reactants are: [OH:1][C:2]1[CH:3]=[C:4]([CH:9]=[CH:10][C:11]=1[N+:12]([O-:14])=[O:13])[C:5]([O:7][CH3:8])=[O:6].C(=O)([O-])[O-].[K+].[K+].Br[CH2:22][CH:23]=[CH2:24]. (8) Given the product [N:13]1[C:21]2[C:16](=[N:17][CH:18]=[CH:19][CH:20]=2)[N:15]([CH2:22][C:23]2[CH:35]=[CH:34][C:26]3[N:27]=[C:28]([NH:36][CH2:37][C:38]4([OH:3])[CH2:43][CH2:42][CH2:41][CH2:40][CH2:39]4)[S:29][C:25]=3[CH:24]=2)[CH:14]=1, predict the reactants needed to synthesize it. The reactants are: CS(C1SC2C=CC=CC=2N=1)=[O:3].[N:13]1[C:21]2[C:16](=[N:17][CH:18]=[CH:19][CH:20]=2)[N:15]([CH2:22][C:23]2[CH:35]=[CH:34][C:26]3[N:27]=[C:28](S(C)(=O)=O)[S:29][C:25]=3[CH:24]=2)[CH:14]=1.[NH2:36][CH2:37][C:38]1(CO)[CH2:43][CH2:42][CH2:41][CH2:40][CH2:39]1.CCN(C(C)C)C(C)C. (9) Given the product [Cl:19][C:18]1[CH:17]=[CH:16][C:15]([NH:20][C:35]([NH:34][C:28]2[CH:29]=[CH:30][CH:31]=[C:32]([Cl:33])[C:27]=2[Cl:26])=[O:36])=[C:14]([OH:21])[C:13]=1[S:10]([N:9]([CH2:8][CH2:7][O:6][CH3:5])[CH2:22][CH2:23][O:24][CH3:25])(=[O:11])=[O:12], predict the reactants needed to synthesize it. The reactants are: NC(N)=O.[CH3:5][O:6][CH2:7][CH2:8][N:9]([CH2:22][CH2:23][O:24][CH3:25])[S:10]([C:13]1[C:18]([Cl:19])=[CH:17][CH:16]=[C:15]([NH2:20])[C:14]=1[OH:21])(=[O:12])=[O:11].[Cl:26][C:27]1[C:32]([Cl:33])=[CH:31][CH:30]=[CH:29][C:28]=1[N:34]=[C:35]=[O:36].